The task is: Regression. Given a target protein amino acid sequence and a drug SMILES string, predict the binding affinity score between them. We predict pIC50 (pIC50 = -log10(IC50 in M); higher means more potent). Dataset: bindingdb_ic50.. This data is from Drug-target binding data from BindingDB using IC50 measurements. (1) The compound is [C-]#[N+][C@H]1C[C@H](O)CC[C@@H]1n1cc(C(N)=O)c(Nc2ccc(C(F)(F)F)cc2)n1. The target protein sequence is DPTVFHKRYLKKIRDLGEGHFGKVSLYCYDPTNDGTGEMVAVKALKADCGPQHRSGWKQEIDILRTLYHEHIIKYKGCCEDQGEKSLQLVMEYVPLGSLRDYLPRHSIGLAQLLLFAQQICEGMAYLHAQHYIHRDLAARNVLLDNDRLVKIGDFGLAKAVPEGHEYYRVREDGDSPVFWYAPECLKEYKFYYASDVWSFGVTLYELLTHCDSSQSPPTKFLELIGIAQGQMTVLRLTELLERGERLPRPDKCPCEVYHLMKNCWETEASFRPTFENLIPILKTVHEKYQGQAPSVFSVC. The pIC50 is 7.0. (2) The target protein sequence is MRPSGTAGAALLALLAALCPASRALEEKKVCQGTSNKLTQLGTFEDHFLSLQRMFNNCEVVLGNLEITYVQRNYDLSFLKTIQEVAGYVLIALNTVERIPLENLQIIRGNMYYENSYALAVLSNYDANKTGLKELPMRNLQEILHGAVRFSNNPALCNVESIQWRDIVSSDFLSNMSMDFQNHLGSCQKCDPSCPNGSCWGAGEENCQKLTKIICAQQCSGRCRGKSPSDCCHNQCAAGCTGPRESDCLVCRKFRDEATCKDTCPPLMLYNPTTYQMDVNPEGKYSFGATCVKKCPRNYVVTDHGSCVRACGADSYEMEEDGVRKCKKCEGPCRKVCNGIGIGEFKDSLSINATNIKHFKNCTSISGDLHILPVAFRGDSFTHTPPLDPQELDILKTVKEITGFLLIQAWPENRTDLHAFENLEIIRGRTKQHGQFSLAVVSLNITSLGLRSLKEISDGDVIISGNKNLCYANTINWKKLFGTSGQKTKIISNRGENSCK.... The pIC50 is 7.1. The drug is O=C(Nc1ccc([N+](=O)[O-])cc1Cl)c1ccc(OCCCN2CCOCC2)cc1O. (3) The compound is CCCCN(CCCC)c1ccc(/C=C(\C#N)C(=O)O)c(OC)c1. The target protein (P53987) has sequence MPPAIGGPVGYTPPDGGWGWAVVVGAFISIGFSYAFPKSITVFFKEIEIIFSATTSEVSWISSIMLAVMYAGGPISSILVNKYGSRPVMIAGGCLSGCGLIAASFCNTVQELYFCIGVIGGLGLAFNLNPALTMIGKYFYKKRPLANGLAMAGSPVFLSTLAPLNQAFFGIFGWRGSFLILGGLLLNCCVAGSLMRPIGPQQGKVEKLKSKESLQEAGKSDANTDLIGGSPKGEKLSVFQTVNKFLDLSLFTHRGFLLYLSGNVVMFFGLFTPLVFLSNYGKSKHFSSEKSAFLLSILAFVDMVARPSMGLAANTRWIRPRVQYFFAASVVANGVCHLLAPLSTTYVGFCIYAGVFGFAFGWLSSVLFETLMDLVGPQRFSSAVGLVTIVECCPVLLGPPLLGRLNDMYGDYKYTYWACGVILIIAGLYLFIGMGINYRLVAKEQKAEEKKRDGKEDETSTDVDEKPKKTMKETQSPAPLQNSSGDPAEEESPV. The pIC50 is 8.0. (4) The drug is CC(=O)N[C@@H]1[C@@H](N)C=C(C(=O)O)O[C@H]1C(=O)N(C)CCc1ccccc1. The target protein (Q6XUE4) has sequence MNPNQKIITIGSVSLTIATVCFLMQIAILATTVTLHFKQHECDSPASNQVMPCEPIIIERNITEIVYLNNTTIEKEICPEVVEYRNWSKPQCQITGFAPFSKDNSIRLSAGGDIWVTREPYVSCDPGKCYQFALGQGTTLDNKHSNGTIHDRIPHRTLLMNELGVPFHLGTKQVCVAWSSSSCHDGKAWLHVCVTGDDRNATASFIYDGRLVDSIGSWSQNILRTQESECVCINGTCTVVMTDGSASGRADTRILFIKEGKIVHISPLSGSAQHIEECSCYPRYPDVRCICRDNWKGSNRPVIDINMEDYSIDSSYVCSGLVGDTPRNDDSSSNSNCRDPNNERGNPGVKGWAFDNGDDVWMGRTINKDSRSGYETFKVIGGWSTPNSKSQVNRQVIVDNNNWSGYSGIFSVEGKSCINRCFYVELIRGRPQETRVWWTSNSIVVFCGTSGTYGTGSWPDGANINFMPI. The pIC50 is 6.5. (5) The small molecule is CS(=O)(=O)c1cccc(Oc2cccc(-c3c(CN4CCSC4)nc4c(C(F)(F)F)cccn34)c2)c1. The target protein (Q13133) has sequence MSLWLGAPVPDIPPDSAVELWKPGAQDASSQAQGGSSCILREEARMPHSAGGTAGVGLEAAEPTALLTRAEPPSEPTEIRPQKRKKGPAPKMLGNELCSVCGDKASGFHYNVLSCEGCKGFFRRSVIKGAHYICHSGGHCPMDTYMRRKCQECRLRKCRQAGMREECVLSEEQIRLKKLKRQEEEQAHATSLPPRASSPPQILPQLSPEQLGMIEKLVAAQQQCNRRSFSDRLRVTPWPMAPDPHSREARQQRFAHFTELAIVSVQEIVDFAKQLPGFLQLSREDQIALLKTSAIEVMLLETSRRYNPGSESITFLKDFSYNREDFAKAGLQVEFINPIFEFSRAMNELQLNDAEFALLIAISIFSADRPNVQDQLQVERLQHTYVEALHAYVSIHHPHDRLMFPRMLMKLVSLRTLSSVHSEQVFALRLQDKKLPPLLSEIWDVHE. The pIC50 is 8.7. (6) The small molecule is Fc1c(Cl)cccc1Cn1cnc(-c2cc(-c3c[nH]nn3)ccn2)c1. The target protein (Q8NHM5) has sequence MAGPQMGGSAEDHPPRKRHAAEKQKKKTVIYTKCFEFESATQRPIDRQRYDENEDLSDVEEIVSVRGFSLEEKLRSQLYQGDFVHAMEGKDFNYEYVQREALRVPLIFREKDGLGIKMPDPDFTVRDVKLLVGSRRLVDVMDVNTQKGTEMSMSQFVRYYETPEAQRDKLYNVISLEFSHTKLEHLVKRPTVVDLVDWVDNMWPQHLKEKQTEATNAIAEMKYPKVKKYCLMSVKGCFTDFHIDFGGTSVWYHVFRGGKIFWLIPPTLHNLALYEEWVLSGKQSDIFLGDRVERCQRIELKQGYTFFIPSGWIHAVYTPVDSLVFGGNILHSFNVPMQLRIYEIEDRTRVQPKFRYPFYYEMCWYVLERYVYCVTQRSHLTQEYQRESMLIDAPRKPSIDGFSSDSWLEMEEEACDQQPQEEEEKDEEGEGRDRAPKPPTDGSTSPTSTPSEDQEALGKKPKAPALRFLKRTLSNESEESVKSTTLAVDYPKTPTGSPAT.... The pIC50 is 7.0. (7) The drug is C=CCN(C)CCCCC[C@H]1CC[C@H](N(C)S(=O)(=O)c2ccc(C(F)(F)F)cc2)CC1. The target protein (P38605) has sequence MWKLKIAEGGSPWLRTTNNHVGRQFWEFDPNLGTPEDLAAVEEARKSFSDNRFVQKHSADLLMRLQFSRENLISPVLPQVKIEDTDDVTEEMVETTLKRGLDFYSTIQAHDGHWPGDYGGPMFLLPGLIITLSITGALNTVLSEQHKQEMRRYLYNHQNEDGGWGLHIEGPSTMFGSVLNYVTLRLLGEGPNDGDGDMEKGRDWILNHGGATNITSWGKMWLSVLGAFEWSGNNPLPPEIWLLPYFLPIHPGRMWCHCRMVYLPMSYLYGKRFVGPITSTVLSLRKELFTVPYHEVNWNEARNLCAKEDLYYPHPLVQDILWASLHKIVEPVLMRWPGANLREKAIRTAIEHIHYEDENTRYICIGPVNKVLNMLCCWVEDPNSEAFKLHLPRIHDFLWLAEDGMKMQGYNGSQLWDTGFAIQAILATNLVEEYGPVLEKAHSFVKNSQVLEDCPGDLNYWYRHISKGAWPFSTADHGWPISDCTAEGLKAALLLSKVPK.... The pIC50 is 6.4. (8) The compound is C=C[C@@H]1C[C@]1(NC(=O)[C@@H]1C[C@@H](Oc2cc(-c3csc(NC(=O)C(C)C)n3)nc3c(Br)c(OC)ccc23)CN1C(=O)[C@@H](NC(=O)OC1CCCC1)C(C)(C)C)C(=O)O. The target protein (P70269) has sequence MKPLLVLLLLLLLDLAQAQGALHRVPLRRHQSLRKKLRAQGQLSEFWRSHNLDMTRLSESCNVYSSVNEPLINYLDMEYFGTISIGTPPQNFTVIFDTGSSNLWVPSVYCTSPACKAHPVFHPSQSDTYTEVGNHFSIQYGTGSLTGIIGADQVSVEGLTVDGQQFGESVKEPGQTFVNAEFDGILGLGYPSLAAGGVTPVFDNMMAQNLVALPMFSVYLSSDPQGGSGSELTFGGYDPSHFSGSLNWIPVTKQAYWQIALDGIQVGDTVMFCSEGCQAIVDTGTSLITGPPDKIKQLQEAIGATPIDGEYAVDCATLDTMPNVTFLINEVSYTLNPTDYILPDLVEGMQFCGSGFQGLDIPPPAGPLWILGDVFIRQFYSVFDRGNNQVGLAPAVP. The pIC50 is 4.5. (9) The small molecule is COc1cc(-c2ccccc2C)cc(C(C)C#Cc2c(C)nc(N)nc2N)c1. The target protein sequence is MSKVPVVGIVAALLPEMGIGFQGNLPWRLAKEMKYFREVTTLTNDNSKQNVVIMGRKTWESIPQKFRPLPKRINVVVSRSFDGELRKVEDGIYHSNSLRNCLTALQSSLANENKIERIYIIGGGEIYRQSMDLADHWLITKIMPLPETTIPQMDTFLQKQELEQRFYDNSDKLVDFLPSSIQLEGRLTSQEWNGELVKGLPVQEKGYQFYFTLYTKK. The pIC50 is 8.1.